Dataset: Forward reaction prediction with 1.9M reactions from USPTO patents (1976-2016). Task: Predict the product of the given reaction. (1) The product is: [OH:1][CH:2]([C:6]1[CH:7]=[CH:8][C:9]([C:12]2[N:16]=[C:15]([C:17]3[O:21][N:20]=[C:19]([C:22]4[CH:27]=[CH:26][CH:25]=[CH:24][CH:23]=4)[C:18]=3[C:28]([F:29])([F:30])[F:31])[O:14][N:13]=2)=[CH:10][CH:11]=1)[C:3]([NH:41][CH2:40][C:38]1[O:37][N:36]=[C:35]([CH2:34][O:33][CH3:32])[N:39]=1)=[O:5]. Given the reactants [OH:1][CH:2]([C:6]1[CH:11]=[CH:10][C:9]([C:12]2[N:16]=[C:15]([C:17]3[O:21][N:20]=[C:19]([C:22]4[CH:27]=[CH:26][CH:25]=[CH:24][CH:23]=4)[C:18]=3[C:28]([F:31])([F:30])[F:29])[O:14][N:13]=2)=[CH:8][CH:7]=1)[C:3]([OH:5])=O.[CH3:32][O:33][CH2:34][C:35]1[N:39]=[C:38]([CH2:40][NH2:41])[O:37][N:36]=1.CN1CCOCC1.CN(C(ON1N=NC2C=CC=NC1=2)=[N+](C)C)C.F[P-](F)(F)(F)(F)F, predict the reaction product. (2) The product is: [CH3:1][O:2][C:3](=[O:18])[C@@H:4]([N:13]1[CH:17]=[CH:16][CH:15]=[C:14]1[Cl:19])[CH2:5][C:6]1[CH:11]=[CH:10][C:9]([OH:12])=[CH:8][CH:7]=1. Given the reactants [CH3:1][O:2][C:3](=[O:18])[C@@H:4]([N:13]1[CH:17]=[CH:16][CH:15]=[CH:14]1)[CH2:5][C:6]1[CH:11]=[CH:10][C:9]([OH:12])=[CH:8][CH:7]=1.[Cl:19]N1C(=O)CCC1=O, predict the reaction product. (3) Given the reactants [CH2:1]1[C:10]2[C:5](=[CH:6][CH:7]=[CH:8][CH:9]=2)[CH2:4][CH2:3][N:2]1[CH2:11][CH2:12][CH2:13][CH2:14][O:15][C:16]1[N:25]=[C:24]2[C:19]([CH:20]=[CH:21][C:22](=[O:26])[NH:23]2)=[CH:18][CH:17]=1.[CH2:27]1C2C(=CC=CC=2C#N)CC[NH:28]1, predict the reaction product. The product is: [O:26]=[C:22]1[NH:23][C:24]2[N:25]=[C:16]([O:15][CH2:14][CH2:13][CH2:12][CH2:11][N:2]3[CH2:3][CH2:4][C:5]4[C:10](=[C:9]([C:27]#[N:28])[CH:8]=[CH:7][CH:6]=4)[CH2:1]3)[CH:17]=[CH:18][C:19]=2[CH:20]=[CH:21]1. (4) Given the reactants Cl[C:2]1[C:10]2[C:6](=[C:7]([C:13]([O:15][CH2:16][CH3:17])=[O:14])[S:8][C:9]=2[S:11][CH3:12])[CH2:5][CH2:4][C:3]=1[CH:18]=[O:19].C(N(CC)CC)C.[C:27]([O:31][CH2:32][CH3:33])(=[O:30])[CH2:28][SH:29], predict the reaction product. The product is: [CH2:32]([O:31][C:27]([CH2:28][S:29][C:2]1[C:10]2[C:6](=[C:7]([C:13]([O:15][CH2:16][CH3:17])=[O:14])[S:8][C:9]=2[S:11][CH3:12])[CH2:5][CH2:4][C:3]=1[CH:18]=[O:19])=[O:30])[CH3:33]. (5) Given the reactants C[Si](Cl)(C)C.[C:6]1(=[O:13])[CH2:11][CH2:10][CH2:9][C:8](=[O:12])[CH2:7]1.[CH:14]([C:16]1[CH:23]=[CH:22][C:19]([C:20]#[N:21])=[CH:18][CH:17]=1)=O.[F:24][C:25]([F:37])([F:36])[C:26]1[CH:27]=[C:28]([NH:32][C:33]([NH2:35])=[O:34])[CH:29]=[CH:30][CH:31]=1, predict the reaction product. The product is: [C:20]([C:19]1[CH:22]=[CH:23][C:16]([CH:14]([C:7]2[C:8](=[O:12])[CH2:9][CH2:10][CH2:11][C:6]=2[OH:13])[NH:35][C:33]([NH:32][C:28]2[CH:29]=[CH:30][CH:31]=[C:26]([C:25]([F:36])([F:37])[F:24])[CH:27]=2)=[O:34])=[CH:17][CH:18]=1)#[N:21]. (6) Given the reactants [H-].[Na+].[F:3][C:4]1[C:5]([CH2:16][N:17]([CH3:25])[C:18](=[O:24])[O:19][C:20]([CH3:23])([CH3:22])[CH3:21])=[CH:6][NH:7][C:8]=1[C:9]1[C:10]([F:15])=[N:11][CH:12]=[CH:13][CH:14]=1.C1O[CH2:39][CH2:38]OCCOCCOCCOC1.C[C:42]1C=[CH:46][N:45]=[CH:44][C:43]=1[S:48](Cl)(=[O:50])=[O:49], predict the reaction product. The product is: [F:3][C:4]1[C:5]([CH2:16][N:17]([CH3:25])[C:18](=[O:24])[O:19][C:20]([CH3:21])([CH3:22])[CH3:23])=[CH:6][N:7]([S:48]([C:43]2[CH:44]=[N:45][CH:46]=[C:38]([CH3:39])[CH:42]=2)(=[O:50])=[O:49])[C:8]=1[C:9]1[C:10]([F:15])=[N:11][CH:12]=[CH:13][CH:14]=1.